From a dataset of Catalyst prediction with 721,799 reactions and 888 catalyst types from USPTO. Predict which catalyst facilitates the given reaction. (1) Reactant: [NH2:1][C:2]1[CH:14]=[CH:13][C:5]2[S:6][C:7]3[CH:12]=[CH:11][CH:10]=[CH:9][C:8]=3[C:4]=2[C:3]=1[C:15]#[N:16].C(N(CC)CC)C.[C:24](Cl)(=[O:29])[C:25]([CH3:28])([CH3:27])[CH3:26]. The catalyst class is: 2. Product: [C:15]([C:3]1[C:4]2[C:8]3[CH:9]=[CH:10][CH:11]=[CH:12][C:7]=3[S:6][C:5]=2[CH:13]=[CH:14][C:2]=1[NH:1][C:24](=[O:29])[C:25]([CH3:28])([CH3:27])[CH3:26])#[N:16]. (2) Reactant: [O:1]([CH2:8][C:9]([NH:11][C:12]1[NH:13][C:14](=[O:38])[C:15]2[N:16]=[CH:17][N:18]([C:36]=2[N:37]=1)[C@@H:19]1[O:35][C@H:32]([CH2:33][OH:34])[C@@H:30]([OH:31])[C@H:20]1[O:21][CH2:22][O:23][CH2:24][O:25][CH2:26][CH2:27][C:28]#[N:29])=[O:10])[C:2]1[CH:7]=[CH:6][CH:5]=[CH:4][CH:3]=1.N1C=CC=CC=1.[CH3:45][O:46][C:47]1[CH:68]=[CH:67][C:50]([C:51](Cl)([C:60]2[CH:65]=[CH:64][CH:63]=[CH:62][CH:61]=2)[C:52]2[CH:57]=[CH:56][C:55]([O:58][CH3:59])=[CH:54][CH:53]=2)=[CH:49][CH:48]=1. Product: [O:1]([CH2:8][C:9]([NH:11][C:12]1[NH:13][C:14](=[O:38])[C:15]2[N:16]=[CH:17][N:18]([C:36]=2[N:37]=1)[C@@H:19]1[O:35][C@H:32]([CH2:33][O:34][C:51]([C:60]2[CH:65]=[CH:64][CH:63]=[CH:62][CH:61]=2)([C:52]2[CH:57]=[CH:56][C:55]([O:58][CH3:59])=[CH:54][CH:53]=2)[C:50]2[CH:49]=[CH:48][C:47]([O:46][CH3:45])=[CH:68][CH:67]=2)[C@@H:30]([OH:31])[C@H:20]1[O:21][CH2:22][O:23][CH2:24][O:25][CH2:26][CH2:27][C:28]#[N:29])=[O:10])[C:2]1[CH:7]=[CH:6][CH:5]=[CH:4][CH:3]=1. The catalyst class is: 4. (3) Reactant: [Cl:1][CH2:2][C:3]1[N:4]=[C:5]2[S:12][C:11]([CH3:13])=[C:10]([C:14]([NH:16][CH3:17])=[O:15])[N:6]2[C:7](=[O:9])[CH:8]=1.[B-](F)(F)(F)[F:19].[B-](F)(F)(F)F.C1[N+]2(CCl)CC[N+](F)(CC2)C1. Product: [Cl:1][CH2:2][C:3]1[N:4]=[C:5]2[S:12][C:11]([CH3:13])=[C:10]([C:14]([NH:16][CH3:17])=[O:15])[N:6]2[C:7](=[O:9])[C:8]=1[F:19]. The catalyst class is: 23. (4) Reactant: C([O:3][C:4]([C:6]1[CH:7]=[C:8]([CH2:16][CH2:17][O:18][CH2:19][CH3:20])[N:9]2[C:14]=1[C:13]([Cl:15])=[CH:12][CH:11]=[CH:10]2)=[O:5])C.[OH-].[Na+]. Product: [Cl:15][C:13]1[C:14]2[N:9]([C:8]([CH2:16][CH2:17][O:18][CH2:19][CH3:20])=[CH:7][C:6]=2[C:4]([OH:5])=[O:3])[CH:10]=[CH:11][CH:12]=1. The catalyst class is: 5. (5) Reactant: [Cl:1][C:2]1[N:11]=[C:10]([Cl:12])[CH:9]=[C:8]([C:13]2([CH3:18])OCCO2)[C:3]=1[C:4](OC)=[O:5].Cl.[NH2:20][NH2:21].Cl. Product: [Cl:1][C:2]1[C:3]2[C:4](=[O:5])[NH:20][N:21]=[C:13]([CH3:18])[C:8]=2[CH:9]=[C:10]([Cl:12])[N:11]=1. The catalyst class is: 7.